Dataset: Forward reaction prediction with 1.9M reactions from USPTO patents (1976-2016). Task: Predict the product of the given reaction. (1) The product is: [CH3:1][C:2]1[C:3]([C:22]([C:26]2[NH:30][C:29]3[CH:39]=[CH:40][C:41]([C:43]#[N:44])=[CH:42][C:28]=3[N:27]=2)([O:24][CH3:25])[CH3:23])=[C:4]2[C:8](=[C:9]([CH3:11])[CH:10]=1)[NH:7][CH:6]=[CH:5]2. Given the reactants [CH3:1][C:2]1[C:3]([C:22]([C:26]2[N:30](COCC[Si](C)(C)C)[C:29]3[CH:39]=[CH:40][C:41]([C:43]#[N:44])=[CH:42][C:28]=3[N:27]=2)([O:24][CH3:25])[CH3:23])=[C:4]2[C:8](=[C:9]([CH3:11])[CH:10]=1)[N:7](S(C1C=CC(C)=CC=1)(=O)=O)[CH:6]=[CH:5]2.CC1C(C(C2N(COCC[Si](C)(C)C)C3C=C(C#N)C=CC=3N=2)(OC)C)=C2C(=C(C)C=1)N(S(C1C=CC(C)=CC=1)(=O)=O)C=C2, predict the reaction product. (2) Given the reactants [F:1][CH:2]([F:18])[S:3]([C:5]1[C:14](=[O:15])[C:13]2[C:8](=[CH:9][C:10]([F:16])=[CH:11][CH:12]=2)[N:7]([CH3:17])[CH:6]=1)=O.FC1C=C2C(C(=O)C(SCF)=CN2C)=CC=1, predict the reaction product. The product is: [F:18][CH:2]([F:1])[S:3][C:5]1[C:14](=[O:15])[C:13]2[C:8](=[CH:9][C:10]([F:16])=[CH:11][CH:12]=2)[N:7]([CH3:17])[CH:6]=1. (3) Given the reactants C([NH:8][C:9]1[C:10]([CH3:32])=[C:11]([CH3:31])[C:12]2[O:16][CH:15]=[C:14]([C:17]3[CH:22]=[CH:21][C:20]([CH:23]4[CH2:28][CH2:27][CH2:26][CH2:25][CH2:24]4)=[CH:19][CH:18]=3)[C:13]=2[C:29]=1[CH3:30])C1C=CC=CC=1, predict the reaction product. The product is: [CH:23]1([C:20]2[CH:19]=[CH:18][C:17]([C:14]3[C:13]4[C:29]([CH3:30])=[C:9]([NH2:8])[C:10]([CH3:32])=[C:11]([CH3:31])[C:12]=4[O:16][CH:15]=3)=[CH:22][CH:21]=2)[CH2:24][CH2:25][CH2:26][CH2:27][CH2:28]1.